Dataset: Full USPTO retrosynthesis dataset with 1.9M reactions from patents (1976-2016). Task: Predict the reactants needed to synthesize the given product. (1) Given the product [OH:20][CH2:21][CH2:22][O:23][C:24]1[CH:25]=[CH:26][C:27]([C:39]2[NH:6][C:4](=[O:5])[C:3]3[C:2](=[CH:10][C:9]([O:11][CH3:12])=[CH:8][CH:7]=3)[N:1]=2)=[N:28][C:29]=1[C:30]1[CH:35]=[CH:34][C:33]([S:36]([CH3:38])=[O:37])=[CH:32][CH:31]=1, predict the reactants needed to synthesize it. The reactants are: [NH2:1][C:2]1[CH:10]=[C:9]([O:11][CH3:12])[CH:8]=[CH:7][C:3]=1[C:4]([NH2:6])=[O:5].[Si]([O:20][CH2:21][CH2:22][O:23][C:24]1[CH:25]=[CH:26][C:27]([CH:39]=O)=[N:28][C:29]=1[C:30]1[CH:35]=[CH:34][C:33]([S:36]([CH3:38])=[O:37])=[CH:32][CH:31]=1)(C(C)(C)C)(C)C.OS([O-])(=O)=O.[Na+].O.C1(C)C=CC(S(O)(=O)=O)=CC=1. (2) Given the product [CH2:16]([N:23]1[CH2:28][CH2:27][C:26]([C:8]2[CH:9]=[C:10]([F:13])[CH:11]=[CH:34][C:33]=2[O:32][CH3:30])([OH:29])[CH2:25][CH2:24]1)[C:17]1[CH:18]=[CH:19][CH:20]=[CH:21][CH:22]=1, predict the reactants needed to synthesize it. The reactants are: C([Li])CCC.BrC1C=[CH:11][C:10]([F:13])=[CH:9][C:8]=1OC.[CH2:16]([N:23]1[CH2:28][CH2:27][C:26](=[O:29])[CH2:25][CH2:24]1)[C:17]1[CH:22]=[CH:21][CH:20]=[CH:19][CH:18]=1.[CH2:30]([O:32][CH2:33][CH3:34])C. (3) Given the product [N:11]1([C:8]([C:5]2[CH:4]=[CH:3][C:2]([Br:1])=[CH:7][N:6]=2)=[O:10])[CH2:14][CH2:13][CH2:12]1, predict the reactants needed to synthesize it. The reactants are: [Br:1][C:2]1[CH:3]=[CH:4][C:5]([C:8]([OH:10])=O)=[N:6][CH:7]=1.[NH:11]1[CH2:14][CH2:13][CH2:12]1. (4) Given the product [Cl:21][C:22]1[CH:23]=[C:24]([C:25]2[O:15][N:14]=[C:13]([CH2:12][N:8]3[C:9]4[C:5](=[C:4]([C:17]([F:19])([F:20])[F:18])[C:3]([C:1]#[N:2])=[CH:11][CH:10]=4)[CH:6]=[CH:7]3)[N:16]=2)[CH:28]=[CH:29][C:30]=1[O:31][C:32]([F:33])([F:34])[F:35], predict the reactants needed to synthesize it. The reactants are: [C:1]([C:3]1[C:4]([C:17]([F:20])([F:19])[F:18])=[C:5]2[C:9](=[CH:10][CH:11]=1)[N:8]([CH2:12][C:13](=[NH:16])[NH:14][OH:15])[CH:7]=[CH:6]2)#[N:2].[Cl:21][C:22]1[CH:23]=[C:24]([CH:28]=[CH:29][C:30]=1[O:31][C:32]([F:35])([F:34])[F:33])[C:25](O)=O. (5) Given the product [CH3:14][C:13]([CH3:16])([CH3:15])[C:12]#[C:11][C:7]1[S:6][C:5]([C:3]([O:2][CH3:1])=[O:4])=[C:9]([NH:17][C@H:18]2[CH2:22][CH2:21][N:20]([CH2:23][CH3:24])[C:19]2=[O:25])[CH:8]=1, predict the reactants needed to synthesize it. The reactants are: [CH3:1][O:2][C:3]([C:5]1[S:6][C:7]([C:11]#[C:12][C:13]([CH3:16])([CH3:15])[CH3:14])=[CH:8][C:9]=1Br)=[O:4].[NH2:17][C@H:18]1[CH2:22][CH2:21][N:20]([CH2:23][CH3:24])[C:19]1=[O:25].C([O-])([O-])=O.[Cs+].[Cs+]. (6) Given the product [Cl:2][C:3]1[CH:4]=[CH:5][C:6]([N:32]2[CH:36]=[N:35][N:34]=[N:33]2)=[C:7]([C:9]2[CH:17]=[C:16]3[N:12]([C@H:13]([C:18]4[N:19]([C:47]([O:49][CH2:50][CH:51]=[CH2:52])=[O:48])[C:20]([C:23]5[CH:24]=[C:25]([C:28]([OH:30])=[O:29])[S:26][CH:27]=5)=[CH:21][N:22]=4)[CH2:14][CH2:15]3)[C:11](=[O:31])[CH:10]=2)[CH:8]=1, predict the reactants needed to synthesize it. The reactants are: Cl.[Cl:2][C:3]1[CH:4]=[CH:5][C:6]([N:32]2[CH:36]=[N:35][N:34]=[N:33]2)=[C:7]([C:9]2[CH:17]=[C:16]3[N:12]([C@H:13]([C:18]4[NH:19][C:20]([C:23]5[CH:24]=[C:25]([C:28]([OH:30])=[O:29])[S:26][CH:27]=5)=[CH:21][N:22]=4)[CH2:14][CH2:15]3)[C:11](=[O:31])[CH:10]=2)[CH:8]=1.C(N(CC)C(C)C)(C)C.Cl[C:47]([O:49][CH2:50][CH:51]=[CH2:52])=[O:48]. (7) The reactants are: FC(F)(F)S(O[C:7]1[C:8]([CH3:46])([CH3:45])[C@H:9]2[C@:22]([CH3:25])([CH2:23][CH:24]=1)[C@@H:21]1[C@:12]([CH3:44])([C@@:13]3([CH3:43])[C@H:18]([CH2:19][CH2:20]1)[C@H:17]1[C@H:26]([C:29]([CH3:31])=[CH2:30])[CH2:27][CH2:28][C@:16]1([NH:32][CH2:33][CH2:34][N:35]1[CH2:40][CH2:39][S:38](=[O:42])(=[O:41])[CH2:37][CH2:36]1)[CH2:15][CH2:14]3)[CH2:11][CH2:10]2)(=O)=O.CC1(C)C(C)(C)OB([C:57]2[CH2:67][CH2:66][C:60]3([C:64](=[O:65])[O:63][CH2:62][CH2:61]3)[CH2:59][CH:58]=2)O1. Given the product [O:42]=[S:38]1(=[O:41])[CH2:39][CH2:40][N:35]([CH2:34][CH2:33][NH:32][C@:16]23[CH2:28][CH2:27][C@@H:26]([C:29]([CH3:31])=[CH2:30])[C@@H:17]2[C@@H:18]2[C@@:13]([CH3:43])([CH2:14][CH2:15]3)[C@@:12]3([CH3:44])[C@@H:21]([C@:22]4([CH3:25])[C@@H:9]([CH2:10][CH2:11]3)[C:8]([CH3:45])([CH3:46])[C:7]([C:57]3[CH2:67][CH2:66][C:60]5([C:64](=[O:65])[O:63][CH2:62][CH2:61]5)[CH2:59][CH:58]=3)=[CH:24][CH2:23]4)[CH2:20][CH2:19]2)[CH2:36][CH2:37]1, predict the reactants needed to synthesize it.